The task is: Predict which catalyst facilitates the given reaction.. This data is from Catalyst prediction with 721,799 reactions and 888 catalyst types from USPTO. (1) Reactant: [CH3:1][C:2]1[O:6][C:5]([C:7]([OH:9])=O)=[N:4][N:3]=1.Cl.CN(C)CCCN=C=NCC.C1C=NC2N(O)N=NC=2C=1.[NH2:32][C:33]1[CH:34]=[C:35]([C:39]2[N:40]=[C:41]3[N:46]=[CH:45][C:44]([NH:47][C:48](=[O:53])[O:49][CH:50]([CH3:52])[CH3:51])=[CH:43][N:42]3[CH:54]=2)[CH:36]=[CH:37][CH:38]=1. Product: [CH3:1][C:2]1[O:6][C:5]([C:7]([NH:32][C:33]2[CH:34]=[C:35]([C:39]3[N:40]=[C:41]4[N:46]=[CH:45][C:44]([NH:47][C:48](=[O:53])[O:49][CH:50]([CH3:52])[CH3:51])=[CH:43][N:42]4[CH:54]=3)[CH:36]=[CH:37][CH:38]=2)=[O:9])=[N:4][N:3]=1. The catalyst class is: 39. (2) Reactant: Br[C:2]1[C:3]([O:9][CH3:10])=[N:4][CH:5]=[C:6]([F:8])[CH:7]=1.[CH2:11]([N:15]1[C:23](=[O:24])[C:22]2[C:17](=[CH:18][CH:19]=[CH:20][CH:21]=2)[C:16]1=[O:25])[CH2:12][C:13]#[CH:14].CO. Product: [F:8][C:6]1[CH:7]=[C:2]([C:14]#[C:13][CH2:12][CH2:11][N:15]2[C:23](=[O:24])[C:22]3[C:17](=[CH:18][CH:19]=[CH:20][CH:21]=3)[C:16]2=[O:25])[C:3]([O:9][CH3:10])=[N:4][CH:5]=1. The catalyst class is: 441. (3) Reactant: [OH2:1].[NH2:2][NH2:3].[C:4]([C:6]1[C:11](=O)[N:10]([C:13]2[CH:18]=[CH:17][C:16]([CH3:19])=[CH:15][CH:14]=2)[C:9]([C:20]2[CH:25]=[CH:24][C:23]([S:26][CH3:27])=[CH:22][CH:21]=2)=[N:8][C:7]=1SC)#[N:5].C(=O)([O-])[O-].[K+].[K+]. Product: [NH2:5][C:4]1[C:6]2[C:11](=[O:1])[N:10]([C:13]3[CH:14]=[CH:15][C:16]([CH3:19])=[CH:17][CH:18]=3)[C:9]([C:20]3[CH:21]=[CH:22][C:23]([S:26][CH3:27])=[CH:24][CH:25]=3)=[N:8][C:7]=2[NH:3][N:2]=1. The catalyst class is: 11.